This data is from Catalyst prediction with 721,799 reactions and 888 catalyst types from USPTO. The task is: Predict which catalyst facilitates the given reaction. (1) Reactant: [CH3:1][O:2][CH2:3][C@@H:4]1[O:6][CH2:5]1.[N:7]1[CH:12]=[CH:11][C:10]([CH2:13][NH2:14])=[CH:9][CH:8]=1. Product: [CH3:1][O:2][CH2:3][C@@H:4]([OH:6])[CH2:5][NH:14][CH2:13][C:10]1[CH:11]=[CH:12][N:7]=[CH:8][CH:9]=1. The catalyst class is: 5. (2) Reactant: [OH:1][C:2]1[CH:7]=[CH:6][C:5]([CH2:8][CH:9]([O:13][CH3:14])[C:10]([OH:12])=[O:11])=[CH:4][C:3]=1[O:15][CH3:16].[Si:17](Cl)([C:20]([CH3:23])([CH3:22])[CH3:21])([CH3:19])[CH3:18].N1C=CN=C1.O. Product: [C:20]([Si:17]([CH3:19])([CH3:18])[O:1][C:2]1[CH:7]=[CH:6][C:5]([CH2:8][CH:9]([O:13][CH3:14])[C:10]([OH:12])=[O:11])=[CH:4][C:3]=1[O:15][CH3:16])([CH3:23])([CH3:22])[CH3:21]. The catalyst class is: 59. (3) Reactant: [NH2:1][C:2]1[C:3]([CH:19]2[CH2:22][CH2:21][CH2:20]2)=[C:4]([C:15]([O:17][CH3:18])=[O:16])[C:5]([CH:12]([F:14])[F:13])=[N:6][C:7]=1[C:8]([F:11])([F:10])[F:9].CO[CH:25]1[CH2:29][CH2:28][CH:27](OC)O1. Product: [F:13][CH:12]([F:14])[C:5]1[C:4]([C:15]([O:17][CH3:18])=[O:16])=[C:3]([CH:19]2[CH2:22][CH2:21][CH2:20]2)[C:2]([N:1]2[CH:25]=[CH:29][CH:28]=[CH:27]2)=[C:7]([C:8]([F:10])([F:11])[F:9])[N:6]=1. The catalyst class is: 86. (4) Reactant: [CH3:1][C@H:2]1[NH:7][C@@H:6]([CH3:8])[CH2:5][N:4]([C:9]2[CH:14]=[CH:13][C:12]([NH:15][C:16]3[N:21]=[CH:20][C:19]([CH2:22][CH2:23][C:24]4[CH:25]=[C:26]([CH:31]=[C:32]([O:35][CH3:36])[C:33]=4[F:34])[C:27]([O:29]C)=[O:28])=[CH:18][N:17]=3)=[CH:11][CH:10]=2)[CH2:3]1.[OH-].[Na+].Cl. Product: [CH3:1][C@H:2]1[NH:7][C@@H:6]([CH3:8])[CH2:5][N:4]([C:9]2[CH:14]=[CH:13][C:12]([NH:15][C:16]3[N:17]=[CH:18][C:19]([CH2:22][CH2:23][C:24]4[CH:25]=[C:26]([CH:31]=[C:32]([O:35][CH3:36])[C:33]=4[F:34])[C:27]([OH:29])=[O:28])=[CH:20][N:21]=3)=[CH:11][CH:10]=2)[CH2:3]1. The catalyst class is: 5. (5) Reactant: [O:1]=[C:2]1[C:10](=[O:11])[C:9]2[C:4](=[CH:5][CH:6]=[C:7]([S:12][CH2:13][CH2:14][CH2:15][C:16]3[CH:26]=[CH:25][C:19]([C:20]([O:22]CC)=[O:21])=[CH:18][CH:17]=3)[CH:8]=2)[N:3]1[CH2:27][CH2:28][CH2:29][CH2:30][CH2:31][CH3:32].C(=O)([O-])[O-].[K+].[K+]. Product: [O:1]=[C:2]1[C:10](=[O:11])[C:9]2[C:4](=[CH:5][CH:6]=[C:7]([S:12][CH2:13][CH2:14][CH2:15][C:16]3[CH:17]=[CH:18][C:19]([C:20]([OH:22])=[O:21])=[CH:25][CH:26]=3)[CH:8]=2)[N:3]1[CH2:27][CH2:28][CH2:29][CH2:30][CH2:31][CH3:32]. The catalyst class is: 24. (6) Reactant: [C@H:1]1([C:13]2[S:17][C:16]([NH2:18])=[N:15][N:14]=2)[CH2:6][CH2:5][CH2:4][C@H:3]([C:7]2[S:11][C:10]([NH2:12])=[N:9][N:8]=2)[CH2:2]1.[C:19](O)(=[O:21])[CH3:20].CN(C(ON1N=NC2C=CC=NC1=2)=[N+](C)C)C.F[P-](F)(F)(F)(F)F.CCN(C(C)C)C(C)C.[CH3:56][O:57][C:58]1[CH:59]=[C:60]([CH2:64][C:65]([OH:67])=O)[CH:61]=[CH:62][CH:63]=1. Product: [C:19]([NH:12][C:10]1[S:11][C:7]([C@H:3]2[CH2:4][CH2:5][CH2:6][C@H:1]([C:13]3[S:17][C:16]([NH:18][C:65](=[O:67])[CH2:64][C:60]4[CH:61]=[CH:62][CH:63]=[C:58]([O:57][CH3:56])[CH:59]=4)=[N:15][N:14]=3)[CH2:2]2)=[N:8][N:9]=1)(=[O:21])[CH3:20]. The catalyst class is: 35. (7) Reactant: [F:1][C:2]1[CH:28]=[CH:27][C:5]([O:6][C:7]2[CH:12]=[CH:11][C:10]([NH:13][C:14]([C@@H:16]3[CH2:20][C@@H:19]([CH2:21][C:22]4[S:23][CH:24]=[CH:25][CH:26]=4)[CH2:18][NH:17]3)=[O:15])=[CH:9][CH:8]=2)=[CH:4][CH:3]=1.[N:29]1[N:30]([CH2:34][C:35](O)=[O:36])[N:31]=[CH:32][CH:33]=1.CCN(C(C)C)C(C)C.CN(C(ON1N=NC2C=CC=NC1=2)=[N+](C)C)C.F[P-](F)(F)(F)(F)F. Product: [N:29]1[N:30]([CH2:34][C:35]([N:17]2[CH2:18][C@H:19]([CH2:21][C:22]3[S:23][CH:24]=[CH:25][CH:26]=3)[CH2:20][C@H:16]2[C:14]([NH:13][C:10]2[CH:9]=[CH:8][C:7]([O:6][C:5]3[CH:4]=[CH:3][C:2]([F:1])=[CH:28][CH:27]=3)=[CH:12][CH:11]=2)=[O:15])=[O:36])[N:31]=[CH:32][CH:33]=1. The catalyst class is: 3. (8) Reactant: C1(P(C2C=CC=CC=2)C2C=CC=CC=2)C=CC=CC=1.CCOC(/N=N/C(OCC)=O)=O.[Cl:32][C:33]1[C:38]([F:39])=[CH:37][CH:36]=[C:35]([Cl:40])[C:34]=1[CH:41]([OH:43])C.O[C:45]1[C:46]([N+:51]([O-:53])=[O:52])=[N:47][CH:48]=[CH:49][CH:50]=1. Product: [Cl:32][C:33]1[C:38]([F:39])=[CH:37][CH:36]=[C:35]([Cl:40])[C:34]=1[CH2:41][O:43][C:45]1[C:46]([N+:51]([O-:53])=[O:52])=[N:47][CH:48]=[CH:49][CH:50]=1. The catalyst class is: 247. (9) Reactant: [Br:1]Br.[CH3:3][O:4][C:5]1[CH:6]=[C:7]([CH:16]=[C:17]([O:21][CH3:22])[C:18]=1[O:19][CH3:20])[C:8]([C:10]1C=CC=CC=1)=[O:9].C(O)C. Product: [Br:1][CH2:10][C:8]([C:7]1[CH:6]=[C:5]([O:4][CH3:3])[C:18]([O:19][CH3:20])=[C:17]([O:21][CH3:22])[CH:16]=1)=[O:9]. The catalyst class is: 27. (10) Reactant: Cl[CH2:2][CH2:3][CH2:4][CH2:5][C:6]([NH:8][C@H:9]1[CH2:14][CH2:13][C@H:12]([NH:15][C:16](=[O:33])[C:17]2[CH:22]=[C:21]([F:23])[CH:20]=[N:19][C:18]=2[O:24][C:25]2[CH:30]=[CH:29][CH:28]=[C:27]([S:31][CH3:32])[CH:26]=2)[CH2:11][CH2:10]1)=[O:7]. Product: [F:23][C:21]1[CH:20]=[N:19][C:18]([O:24][C:25]2[CH:30]=[CH:29][CH:28]=[C:27]([S:31][CH3:32])[CH:26]=2)=[C:17]([CH:22]=1)[C:16]([NH:15][C@H:12]1[CH2:13][CH2:14][C@H:9]([N:8]2[CH2:2][CH2:3][CH2:4][CH2:5][C:6]2=[O:7])[CH2:10][CH2:11]1)=[O:33]. The catalyst class is: 9.